Dataset: Forward reaction prediction with 1.9M reactions from USPTO patents (1976-2016). Task: Predict the product of the given reaction. (1) Given the reactants Cl[C:2]1[C:3]2[C:10]([CH3:11])=[C:9]([CH2:12][CH3:13])[NH:8][C:4]=2[N:5]=[CH:6][N:7]=1.[NH2:14][C:15]1[C:24]([O:25][CH3:26])=[CH:23][C:18]2[NH:19][C:20](=[O:22])[S:21][C:17]=2[CH:16]=1, predict the reaction product. The product is: [CH2:12]([C:9]1[NH:8][C:4]2[N:5]=[CH:6][N:7]=[C:2]([NH:14][C:15]3[C:24]([O:25][CH3:26])=[CH:23][C:18]4[NH:19][C:20](=[O:22])[S:21][C:17]=4[CH:16]=3)[C:3]=2[C:10]=1[CH3:11])[CH3:13]. (2) The product is: [CH:32]1([CH2:31][O:30][C:22]2[CH:23]=[C:24]([F:29])[C:25]([O:27][CH3:28])=[CH:26][C:21]=2[C:20]2[C:15]3[NH:14][C:13]([CH3:35])=[C:12]([C:10]([NH:9][C@H:6]4[CH2:7][CH2:8][C@H:3]([NH:2][C:41](=[O:42])[C@@H:40]([OH:39])[CH3:44])[CH2:4][CH2:5]4)=[O:11])[C:16]=3[N:17]=[CH:18][N:19]=2)[CH2:34][CH2:33]1. Given the reactants Cl.[NH2:2][C@H:3]1[CH2:8][CH2:7][C@H:6]([NH:9][C:10]([C:12]2[C:16]3[N:17]=[CH:18][N:19]=[C:20]([C:21]4[CH:26]=[C:25]([O:27][CH3:28])[C:24]([F:29])=[CH:23][C:22]=4[O:30][CH2:31][CH:32]4[CH2:34][CH2:33]4)[C:15]=3[NH:14][C:13]=2[CH3:35])=[O:11])[CH2:5][CH2:4]1.C([O:39][C@@H:40]([CH3:44])[C:41](Cl)=[O:42])(=O)C, predict the reaction product. (3) Given the reactants ClC1C=C(C=CC=1)C(OO)=[O:6].[CH2:12]([O:14][CH2:15][C:16]1[N:17]([CH2:39][CH2:40][CH3:41])[C:18]2[C:27]3[CH:26]=[C:25]([O:28][CH2:29][CH2:30][CH2:31][N:32]4[CH2:36][CH2:35][CH2:34][C:33]4=[O:37])[CH:24]=[CH:23][C:22]=3[N:21]=[CH:20][C:19]=2[N:38]=1)[CH3:13].C(=O)([O-])[O-].[Na+].[Na+], predict the reaction product. The product is: [CH2:12]([O:14][CH2:15][C:16]1[N:17]([CH2:39][CH2:40][CH3:41])[C:18]2[C:27]3[CH:26]=[C:25]([O:28][CH2:29][CH2:30][CH2:31][N:32]4[CH2:36][CH2:35][CH2:34][C:33]4=[O:37])[CH:24]=[CH:23][C:22]=3[N+:21]([O-:6])=[CH:20][C:19]=2[N:38]=1)[CH3:13]. (4) Given the reactants Cl[O-].[Na+].[OH-].[Na+].[OH:6][N:7]=[CH:8][C:9]1[N:14]=[C:13]([CH3:15])[C:12]([C:16]([O:18][CH2:19][CH3:20])=[O:17])=[CH:11][N:10]=1.[Cl:21][C:22]1[CH:27]=[C:26]([C:28]([C:30]([F:33])([F:32])[F:31])=[CH2:29])[CH:25]=[C:24]([Cl:34])[CH:23]=1, predict the reaction product. The product is: [Cl:21][C:22]1[CH:27]=[C:26]([C:28]2([C:30]([F:33])([F:31])[F:32])[O:6][N:7]=[C:8]([C:9]3[N:14]=[C:13]([CH3:15])[C:12]([C:16]([O:18][CH2:19][CH3:20])=[O:17])=[CH:11][N:10]=3)[CH2:29]2)[CH:25]=[C:24]([Cl:34])[CH:23]=1. (5) Given the reactants [C:1]([O:5][C:6](=[O:40])[N:7]([C@H:9]([C:11](=[O:39])[NH:12][C@@H:13]1[C:19](=[O:20])[N:18]([CH2:21][C:22]2[C:31]3[C:26](=[C:27](Br)[CH:28]=[CH:29][CH:30]=3)[CH:25]=[CH:24][C:23]=2[O:33][CH3:34])[C:17]2[CH:35]=[CH:36][CH:37]=[CH:38][C:16]=2[CH2:15][CH2:14]1)[CH3:10])[CH3:8])([CH3:4])([CH3:3])[CH3:2].[B-](F)(F)(F)[C:42]1[O:46][CH:45]=[CH:44][CH:43]=1.[K+].C([O-])([O-])=O.[Na+].[Na+], predict the reaction product. The product is: [C:1]([O:5][C:6](=[O:40])[N:7]([C@H:9]([C:11](=[O:39])[NH:12][C@@H:13]1[C:19](=[O:20])[N:18]([CH2:21][C:22]2[C:31]3[C:26](=[C:27]([C:45]4[O:46][CH:42]=[CH:43][CH:44]=4)[CH:28]=[CH:29][CH:30]=3)[CH:25]=[CH:24][C:23]=2[O:33][CH3:34])[C:17]2[CH:35]=[CH:36][CH:37]=[CH:38][C:16]=2[CH2:15][CH2:14]1)[CH3:10])[CH3:8])([CH3:4])([CH3:3])[CH3:2]. (6) Given the reactants [CH3:1][O:2][C:3]([C:5]1[N:6]([C:10]2[CH:15]=[CH:14][C:13]([N+:16]([O-])=O)=[C:12]([NH:19][C:20](=[O:32])[CH2:21][C:22]([C:24]3[CH:29]=[CH:28][CH:27]=[C:26]([C:30]#[N:31])[CH:25]=3)=O)[CH:11]=2)[CH:7]=[CH:8][CH:9]=1)=[O:4], predict the reaction product. The product is: [CH3:1][O:2][C:3]([C:5]1[N:6]([C:10]2[CH:15]=[CH:14][C:13]3[N:16]=[C:22]([C:24]4[CH:29]=[CH:28][CH:27]=[C:26]([C:30]#[N:31])[CH:25]=4)[CH2:21][C:20](=[O:32])[NH:19][C:12]=3[CH:11]=2)[CH:7]=[CH:8][CH:9]=1)=[O:4].